From a dataset of Reaction yield outcomes from USPTO patents with 853,638 reactions. Predict the reaction yield, written as a fraction of the theoretical maximum amount of product (1.0 means a 100% yield; for example, 0.34 means a 34% yield). (1) The reactants are [O:1]=[C:2]([C:6]1[CH:11]=[CH:10][CH:9]=[CH:8][CH:7]=1)[CH2:3][C:4]#[N:5].[O:12]1[C:17]2[CH:18]=[CH:19][C:20]([NH2:22])=[CH:21][C:16]=2[O:15][CH2:14][CH2:13]1. The catalyst is C(O)C. The product is [O:12]1[C:17]2[CH:18]=[CH:19][C:20]([NH:22][C:4](=[NH:5])[CH2:3][C:2](=[O:1])[C:6]3[CH:7]=[CH:8][CH:9]=[CH:10][CH:11]=3)=[CH:21][C:16]=2[O:15][CH2:14][CH2:13]1. The yield is 0.220. (2) The reactants are [NH2:1][C:2]1[C:3]([F:31])=[C:4]([C:8]2[N:9]=[C:10]([C:20]([NH:23][C:24](=[O:30])[O:25][C:26]([CH3:29])([CH3:28])[CH3:27])([CH3:22])[CH3:21])[S:11][C:12]=2[C:13]2[CH:18]=[CH:17][N:16]=[C:15]([Cl:19])[N:14]=2)[CH:5]=[CH:6][CH:7]=1.[F:32][C:33]1[CH:38]=[CH:37][CH:36]=[C:35]([F:39])[C:34]=1[S:40](Cl)(=[O:42])=[O:41]. The catalyst is N1C=CC=CC=1. The product is [Cl:19][C:15]1[N:14]=[C:13]([C:12]2[S:11][C:10]([C:20]([NH:23][C:24](=[O:30])[O:25][C:26]([CH3:29])([CH3:28])[CH3:27])([CH3:22])[CH3:21])=[N:9][C:8]=2[C:4]2[CH:5]=[CH:6][CH:7]=[C:2]([NH:1][S:40]([C:34]3[C:35]([F:39])=[CH:36][CH:37]=[CH:38][C:33]=3[F:32])(=[O:42])=[O:41])[C:3]=2[F:31])[CH:18]=[CH:17][N:16]=1. The yield is 0.590. (3) The yield is 0.760. The product is [ClH:1].[Cl:1][C:2]1[CH:3]=[CH:4][C:5]([CH3:9])=[C:6]([NH:7][NH2:10])[CH:8]=1. The catalyst is O.Cl. The reactants are [Cl:1][C:2]1[CH:3]=[CH:4][C:5]([CH3:9])=[C:6]([CH:8]=1)[NH2:7].[N:10]([O-])=O.[Na+].O.O.[Sn](Cl)(Cl)(Cl)Cl. (4) The reactants are [CH3:1][C:2]1[CH:3]=[CH:4][C:5]([N+:17]([O-:19])=[O:18])=[C:6]([CH2:8][C:9]([N:11]2[CH2:16][CH2:15][O:14][CH2:13][CH2:12]2)=O)[CH:7]=1.CSC.B. The catalyst is C1(C)C=CC=CC=1. The product is [CH3:1][C:2]1[CH:3]=[CH:4][C:5]([N+:17]([O-:19])=[O:18])=[C:6]([CH2:8][CH2:9][N:11]2[CH2:12][CH2:13][O:14][CH2:15][CH2:16]2)[CH:7]=1. The yield is 0.790. (5) The reactants are CS(O)(=O)=O.[O:6]=[C:7]1[N:20]([CH:21]2[CH2:26][CH2:25][NH:24][CH2:23][CH2:22]2)[CH2:19][C:11]2[C:12]3[CH:13]=[N:14][NH:15][C:16]=3[CH:17]=[CH:18][C:10]=2[CH2:9][C@H:8]1[NH:27][C:28](=[O:37])[O:29][CH2:30][C:31]1[CH:36]=[CH:35][CH:34]=[CH:33][CH:32]=1.C(N(CC)CC)C.[C:45](OC(=O)C)(=[O:47])[CH3:46].C(=O)([O-])[O-].[K+].[K+]. The catalyst is ClCCl. The product is [C:45]([N:24]1[CH2:25][CH2:26][CH:21]([N:20]2[C:7](=[O:6])[C@H:8]([NH:27][C:28](=[O:37])[O:29][CH2:30][C:31]3[CH:36]=[CH:35][CH:34]=[CH:33][CH:32]=3)[CH2:9][C:10]3[CH:18]=[CH:17][C:16]4[NH:15][N:14]=[CH:13][C:12]=4[C:11]=3[CH2:19]2)[CH2:22][CH2:23]1)(=[O:47])[CH3:46]. The yield is 0.430. (6) The reactants are [CH3:1][C:2]1[CH:7]=[CH:6][N:5]=[CH:4][C:3]=1[N:8]1[CH2:12][CH2:11][NH:10][C:9]1=[O:13].Br[C:15]1[CH:20]=[CH:19][CH:18]=[C:17]([O:21][CH3:22])[CH:16]=1.N[C@@H]1CCCC[C@H]1N.P([O-])([O-])([O-])=O.[K+].[K+].[K+]. The catalyst is [Cu](I)I.O1CCOCC1. The product is [CH3:22][O:21][C:17]1[CH:16]=[C:15]([N:10]2[CH2:11][CH2:12][N:8]([C:3]3[CH:4]=[N:5][CH:6]=[CH:7][C:2]=3[CH3:1])[C:9]2=[O:13])[CH:20]=[CH:19][CH:18]=1. The yield is 0.750. (7) The reactants are C(OOC(=O)C1C=CC=CC=1)(=O)C1C=CC=CC=1.[F:19][C:20]1[C:25]([N+:26]([O-:28])=[O:27])=[CH:24][CH:23]=[CH:22][C:21]=1[CH3:29].[Br:30]N1C(=O)CCC1=O. The catalyst is C(Cl)(Cl)(Cl)Cl. The product is [Br:30][CH2:29][C:21]1[CH:22]=[CH:23][CH:24]=[C:25]([N+:26]([O-:28])=[O:27])[C:20]=1[F:19]. The yield is 0.650. (8) The reactants are [F:1][C:2]1[CH:3]=[CH:4][C:5]([N+:9]([O-:11])=[O:10])=[C:6]([OH:8])[CH:7]=1.CS(O[CH:17]1[CH2:22][CH2:21][O:20][CH2:19][CH2:18]1)(=O)=O.C(=O)([O-])[O-].[K+].[K+].O. The catalyst is CN(C)C=O.CCCCCC.C(OCC)(=O)C. The product is [F:1][C:2]1[CH:3]=[CH:4][C:5]([N+:9]([O-:11])=[O:10])=[C:6]([CH:7]=1)[O:8][CH:17]1[CH2:22][CH2:21][O:20][CH2:19][CH2:18]1. The yield is 0.900.